Regression. Given two drug SMILES strings and cell line genomic features, predict the synergy score measuring deviation from expected non-interaction effect. From a dataset of NCI-60 drug combinations with 297,098 pairs across 59 cell lines. (1) Drug 1: C1=C(C(=O)NC(=O)N1)N(CCCl)CCCl. Drug 2: B(C(CC(C)C)NC(=O)C(CC1=CC=CC=C1)NC(=O)C2=NC=CN=C2)(O)O. Cell line: SK-MEL-5. Synergy scores: CSS=11.8, Synergy_ZIP=-7.43, Synergy_Bliss=-0.185, Synergy_Loewe=-3.22, Synergy_HSA=-3.03. (2) Drug 1: CS(=O)(=O)OCCCCOS(=O)(=O)C. Drug 2: C1C(C(OC1N2C=NC(=NC2=O)N)CO)O. Cell line: A498. Synergy scores: CSS=-13.0, Synergy_ZIP=0.956, Synergy_Bliss=-16.2, Synergy_Loewe=-16.6, Synergy_HSA=-23.7. (3) Drug 1: C(CC(=O)O)C(=O)CN.Cl. Drug 2: CC12CCC3C(C1CCC2OP(=O)(O)O)CCC4=C3C=CC(=C4)OC(=O)N(CCCl)CCCl.[Na+]. Cell line: HOP-62. Synergy scores: CSS=5.22, Synergy_ZIP=2.34, Synergy_Bliss=-1.82, Synergy_Loewe=-3.43, Synergy_HSA=-4.93. (4) Drug 1: COC1=CC(=CC(=C1O)OC)C2C3C(COC3=O)C(C4=CC5=C(C=C24)OCO5)OC6C(C(C7C(O6)COC(O7)C8=CC=CS8)O)O. Drug 2: C1=CN(C(=O)N=C1N)C2C(C(C(O2)CO)O)O.Cl. Cell line: SK-MEL-5. Synergy scores: CSS=30.0, Synergy_ZIP=-11.2, Synergy_Bliss=-0.899, Synergy_Loewe=-7.18, Synergy_HSA=0.823. (5) Drug 1: CN(C)C1=NC(=NC(=N1)N(C)C)N(C)C. Drug 2: C#CCC(CC1=CN=C2C(=N1)C(=NC(=N2)N)N)C3=CC=C(C=C3)C(=O)NC(CCC(=O)O)C(=O)O. Cell line: DU-145. Synergy scores: CSS=0.186, Synergy_ZIP=0.904, Synergy_Bliss=2.61, Synergy_Loewe=-3.17, Synergy_HSA=-1.28. (6) Drug 1: CN(C)C1=NC(=NC(=N1)N(C)C)N(C)C. Drug 2: CC1C(C(CC(O1)OC2CC(CC3=C2C(=C4C(=C3O)C(=O)C5=CC=CC=C5C4=O)O)(C(=O)C)O)N)O. Cell line: UACC62. Synergy scores: CSS=55.0, Synergy_ZIP=-3.67, Synergy_Bliss=-4.28, Synergy_Loewe=-31.3, Synergy_HSA=-3.69.